This data is from Catalyst prediction with 721,799 reactions and 888 catalyst types from USPTO. The task is: Predict which catalyst facilitates the given reaction. (1) Reactant: C([N:5]1[C:15](=[O:16])[C:14]2[C:9](=[CH:10][CH:11]=[CH:12][C:13]=2[O:17][CH:18]([F:20])[F:19])[S:6]1(=[O:8])=[O:7])(C)(C)C. Product: [F:20][CH:18]([F:19])[O:17][C:13]1[CH:12]=[CH:11][CH:10]=[C:9]2[C:14]=1[C:15](=[O:16])[NH:5][S:6]2(=[O:8])=[O:7]. The catalyst class is: 55. (2) Reactant: [CH3:1][O:2][C:3]1[CH:16]=[CH:15][CH:14]=[C:13]2[C:4]=1[O:5][C:6]1[CH:7]=[C:8]([C:18](O)=[O:19])[CH:9]=[CH:10][C:11]=1[C:12]2=[O:17].CN(C(O[N:29]1N=N[C:31]2C=CC=N[C:30]1=2)=[N+](C)C)C.F[P-](F)(F)(F)(F)F.C(N(C(C)C)CC)(C)C.Cl.C(N)C. Product: [CH2:30]([NH:29][C:18]([C:8]1[CH:9]=[CH:10][C:11]2[C:12](=[O:17])[C:13]3[C:4]([O:5][C:6]=2[CH:7]=1)=[C:3]([O:2][CH3:1])[CH:16]=[CH:15][CH:14]=3)=[O:19])[CH3:31]. The catalyst class is: 3. (3) Reactant: [Cl:1][C:2]1[CH:3]=[C:4]([CH:24]=[CH:25][C:26]=1[F:27])[CH2:5][N:6]1[CH2:15][CH2:14][C:13]2[C:8](=[C:9]([OH:22])[CH:10]=[N+:11]([O-])[C:12]=2[C:16]([O:18][CH2:19][CH3:20])=[O:17])[C:7]1=[O:23]. Product: [C:16]([O:18][C:10]1[N:11]=[C:12]([C:16]([O:18][CH2:19][CH3:20])=[O:17])[C:13]2[CH2:14][CH2:15][N:6]([CH2:5][C:4]3[CH:24]=[CH:25][C:26]([F:27])=[C:2]([Cl:1])[CH:3]=3)[C:7](=[O:23])[C:8]=2[C:9]=1[O:22][C:9](=[O:22])[CH3:8])(=[O:17])[CH3:12]. The catalyst class is: 152. (4) Reactant: [F:1][C:2]1[C:7]2[N:8]=[CH:9][S:10][C:6]=2[CH:5]=[C:4]2[NH:11][C:12](=[O:22])[N:13]([C:14]3[CH:19]=[CH:18][C:17]([I:20])=[CH:16][C:15]=3[F:21])[C:3]=12.C(N(CC)CC)C.[CH2:30]([C:33]1([S:36](Cl)(=[O:38])=[O:37])[CH2:35][CH2:34]1)[CH:31]=[CH2:32]. Product: [CH2:30]([C:33]1([S:36]([N:11]2[C:4]3=[CH:5][C:6]4[S:10][CH:9]=[N:8][C:7]=4[C:2]([F:1])=[C:3]3[N:13]([C:14]3[CH:19]=[CH:18][C:17]([I:20])=[CH:16][C:15]=3[F:21])[C:12]2=[O:22])(=[O:38])=[O:37])[CH2:35][CH2:34]1)[CH:31]=[CH2:32]. The catalyst class is: 64. (5) Reactant: O=P(Cl)(Cl)[Cl:3].[CH:6]([C:9]1[C:14](=O)[N:13]2[N:16]=[CH:17][CH:18]=[C:12]2[NH:11][C:10]=1[CH3:19])([CH3:8])[CH3:7].CCN(C(C)C)C(C)C. Product: [Cl:3][C:14]1[N:13]2[N:16]=[CH:17][CH:18]=[C:12]2[N:11]=[C:10]([CH3:19])[C:9]=1[CH:6]([CH3:8])[CH3:7]. The catalyst class is: 11. (6) Reactant: [C:1]1([NH:7][C:8]2[CH:9]=[CH:10][C:11]([C:14]([OH:16])=O)=[N:12][CH:13]=2)[CH:6]=[CH:5][CH:4]=[CH:3][CH:2]=1.CCN(C(C)C)C(C)C.C1C=CC2N(O)N=NC=2C=1.CCN=C=NCCCN(C)C.Cl.Cl.[CH2:49]([O:51][C:52](=[O:55])[CH2:53][NH2:54])[CH3:50]. Product: [CH2:49]([O:51][C:52](=[O:55])[CH2:53][NH:54][C:14]([C:11]1[CH:10]=[CH:9][C:8]([NH:7][C:1]2[CH:2]=[CH:3][CH:4]=[CH:5][CH:6]=2)=[CH:13][N:12]=1)=[O:16])[CH3:50]. The catalyst class is: 18.